This data is from Full USPTO retrosynthesis dataset with 1.9M reactions from patents (1976-2016). The task is: Predict the reactants needed to synthesize the given product. (1) Given the product [NH:24]1[C:32]2[C:27](=[C:28]([C:2]3[N:7]=[C:6]([CH2:8][NH:9][CH2:10][CH2:11][N:12]4[CH2:17][CH2:16][O:15][CH2:14][CH2:13]4)[CH:5]=[C:4]([N:18]4[CH2:23][CH2:22][O:21][CH2:20][CH2:19]4)[N:3]=3)[CH:29]=[CH:30][CH:31]=2)[CH:26]=[CH:25]1, predict the reactants needed to synthesize it. The reactants are: Cl[C:2]1[N:7]=[C:6]([CH2:8][NH:9][CH2:10][CH2:11][N:12]2[CH2:17][CH2:16][O:15][CH2:14][CH2:13]2)[CH:5]=[C:4]([N:18]2[CH2:23][CH2:22][O:21][CH2:20][CH2:19]2)[N:3]=1.[NH:24]1[C:32]2[CH:31]=[CH:30][CH:29]=[C:28](B(O)O)[C:27]=2[CH:26]=[CH:25]1. (2) The reactants are: [ClH:1].[CH3:2][O:3][C:4](=[O:26])[C@@H:5]([NH2:25])[CH2:6][NH:7][C:8]([O:10][CH2:11][CH:12]1[C:24]2[CH:23]=[CH:22][CH:21]=[CH:20][C:19]=2[C:18]2[C:13]1=[CH:14][CH:15]=[CH:16][CH:17]=2)=[O:9].C([O-])(=O)C.[Na+].[C:32]1([C:40]2[CH:45]=[CH:44][CH:43]=[CH:42][CH:41]=2)[CH:37]=[CH:36][C:35]([CH:38]=O)=[CH:34][CH:33]=1.C([BH3-])#N.[Na+]. Given the product [ClH:1].[CH3:2][O:3][C:4](=[O:26])[C@@H:5]([NH:25][CH2:38][C:35]1[CH:36]=[CH:37][C:32]([C:40]2[CH:41]=[CH:42][CH:43]=[CH:44][CH:45]=2)=[CH:33][CH:34]=1)[CH2:6][NH:7][C:8]([O:10][CH2:11][CH:12]1[C:13]2[CH:14]=[CH:15][CH:16]=[CH:17][C:18]=2[C:19]2[C:24]1=[CH:23][CH:22]=[CH:21][CH:20]=2)=[O:9], predict the reactants needed to synthesize it. (3) Given the product [Br:16][C:17]1[CH:24]=[C:23]([F:25])[CH:22]=[C:21]([N:8]2[CH2:7][CH2:6][N:5]3[C:10](=[CH:11][C:12]4[CH2:13][C:2]([CH3:15])([CH3:1])[CH2:3][C:4]=43)[C:9]2=[O:14])[C:18]=1[CH:19]=[O:20], predict the reactants needed to synthesize it. The reactants are: [CH3:1][C:2]1([CH3:15])[CH2:13][C:12]2[CH:11]=[C:10]3[N:5]([CH2:6][CH2:7][NH:8][C:9]3=[O:14])[C:4]=2[CH2:3]1.[Br:16][C:17]1[CH:24]=[C:23]([F:25])[CH:22]=[C:21](Cl)[C:18]=1[CH:19]=[O:20].CC1(C)C2C(=C(P(C3C=CC=CC=3)C3C=CC=CC=3)C=CC=2)OC2C(P(C3C=CC=CC=3)C3C=CC=CC=3)=CC=CC1=2.C([O-])(=O)C.[K+].